This data is from Full USPTO retrosynthesis dataset with 1.9M reactions from patents (1976-2016). The task is: Predict the reactants needed to synthesize the given product. (1) The reactants are: [CH2:1]([N:5]1[CH2:10][CH2:9][N:8]([C:11]([C:13]2[CH:20]=[CH:19][C:16]([CH:17]=O)=[CH:15][CH:14]=2)=[O:12])[CH2:7][CH2:6]1)[CH2:2][CH2:3][CH3:4].Cl.[CH3:22][NH:23][CH3:24]. Given the product [CH2:1]([N:5]1[CH2:10][CH2:9][N:8]([C:11]([C:13]2[CH:20]=[CH:19][C:16]([CH2:17][N:23]([CH3:24])[CH3:22])=[CH:15][CH:14]=2)=[O:12])[CH2:7][CH2:6]1)[CH2:2][CH2:3][CH3:4], predict the reactants needed to synthesize it. (2) Given the product [F:1][C:2]1[CH:3]=[C:4]([CH:9]2[C:18]3[C:13](=[CH:14][CH:15]=[CH:16][CH:17]=3)[CH2:12][CH2:11][NH:10]2)[CH:5]=[CH:6][C:7]=1[F:8], predict the reactants needed to synthesize it. The reactants are: [F:1][C:2]1[CH:3]=[C:4]([C:9]2[C:18]3[C:13](=[CH:14][CH:15]=[CH:16][CH:17]=3)[CH2:12][CH2:11][N:10]=2)[CH:5]=[CH:6][C:7]=1[F:8].[BH4-].[Na+].